This data is from Peptide-MHC class I binding affinity with 185,985 pairs from IEDB/IMGT. The task is: Regression. Given a peptide amino acid sequence and an MHC pseudo amino acid sequence, predict their binding affinity value. This is MHC class I binding data. (1) The MHC is HLA-B27:05 with pseudo-sequence HLA-B27:05. The binding affinity (normalized) is 0.0847. The peptide sequence is FHGEFTRAL. (2) The peptide sequence is LMIIPLINV. The MHC is HLA-A11:01 with pseudo-sequence HLA-A11:01. The binding affinity (normalized) is 0.290. (3) The peptide sequence is IVFMWAIHH. The MHC is HLA-A80:01 with pseudo-sequence HLA-A80:01. The binding affinity (normalized) is 0.0847. (4) The peptide sequence is NTFRHRVVV. The MHC is HLA-A02:01 with pseudo-sequence HLA-A02:01. The binding affinity (normalized) is 0.212. (5) The peptide sequence is LLKYAGLTIK. The MHC is HLA-A33:01 with pseudo-sequence HLA-A33:01. The binding affinity (normalized) is 0.114.